Task: Regression. Given a peptide amino acid sequence and an MHC pseudo amino acid sequence, predict their binding affinity value. This is MHC class I binding data.. Dataset: Peptide-MHC class I binding affinity with 185,985 pairs from IEDB/IMGT (1) The peptide sequence is GMSLNFPIAK. The MHC is Mamu-A2201 with pseudo-sequence Mamu-A2201. The binding affinity (normalized) is 0. (2) The peptide sequence is GLYNHNNTTY. The MHC is HLA-A03:01 with pseudo-sequence HLA-A03:01. The binding affinity (normalized) is 0.719. (3) The peptide sequence is KMKDPKMYH. The MHC is HLA-A69:01 with pseudo-sequence HLA-A69:01. The binding affinity (normalized) is 0.0847. (4) The peptide sequence is EGHGFRFEV. The MHC is HLA-B08:01 with pseudo-sequence HLA-B08:01. The binding affinity (normalized) is 0. (5) The peptide sequence is RVRQQVIQL. The MHC is HLA-B46:01 with pseudo-sequence HLA-B46:01. The binding affinity (normalized) is 0.0847. (6) The peptide sequence is RPAGARAAF. The MHC is HLA-A69:01 with pseudo-sequence HLA-A69:01. The binding affinity (normalized) is 0.0847.